The task is: Binary Classification. Given a miRNA mature sequence and a target amino acid sequence, predict their likelihood of interaction.. This data is from Experimentally validated miRNA-target interactions with 360,000+ pairs, plus equal number of negative samples. (1) The miRNA is hsa-miR-675-3p with sequence CUGUAUGCCCUCACCGCUCA. The protein sequence of the target gene is MSKFPVPLRTIGGLRPSTTAAISAANIGFTQSSRALSTGAAAKSSGLVGQVARQYPNAAAFSIKQVRLYSSGNLPKHNRVALPALSPTMELGTVVSWQKKEGDQLSEGDLLCEIETDKATMGFETPEEGYLAKILIQEGSKDVPIGKLLCIIVDNEADVAAFKDFKDDGASSGGSAPAAEKAPEPAKPAASSQPSPPAQMYQAPSVPKSAPIPHSSSGRVSASPFAKKLAAENGLDLSGVSGSGPGGRILASDLSQAPAKGATSTTTQAVSGQDYTDIPLSNMRKTIAKRLTESKSTIPH.... Result: 0 (no interaction). (2) The miRNA is hsa-miR-1247-3p with sequence CCCCGGGAACGUCGAGACUGGAGC. The protein sequence of the target gene is MAAFMLGSLLRTFKQMVPSSASGQVRSHYVDWRMWRDVKRRKMAYEYADERLRINSLRKNTILPKILQDVADEEIAALPRDSCPVRIRNRCVMTSRPRGVKRRWRLSRIVFRHLADHGQLSGIQRATW. Result: 1 (interaction). (3) Result: 0 (no interaction). The miRNA is hsa-miR-450a-2-3p with sequence AUUGGGGACAUUUUGCAUUCAU. The protein sequence of the target gene is MAIAYFIPDQAQLLARSYQQNGQQTAASPRTTATAAAPSQQQQQSQQQQQQQRHHHQQQRPQFRANISVPLGSQQGSMTMSEFGCWDLLAQIFCYALRIYSYSSSQRQPTVIQISFEISSGGQNNDEDDVTDATSKEN. (4) The miRNA is mmu-miR-465a-5p with sequence UAUUUAGAAUGGCACUGAUGUGA. The protein sequence of the target gene is MEGRGPYRIYDPGGSTPLGEVSAAFERLVEENTRLKGKMQGIKMLGELLEESQMEASRLRQKAEELVKDSELSPPTSAPSLVSFDDLAELTGQDTKVQVHPATSTAATTTATATTGNSMEKPEPASKSPSNGASSDFEVVPTEEQNSPETGSHPTNMMDLGPPPPEDSNLKLHLQRLETTLSVCAEEPDHSQLFTHLGRMALEFNRLASKVHKNEQRTSILQTLCEQLRQENEALKAKLDKGLEQRDLAAERLREENTELKKLLMNSSCKEGLCGQPSSPKPEGAGKKGVAGQQQASVMA.... Result: 0 (no interaction). (5) The protein sequence of the target gene is MSPESGHSRIFEATAGPNKPESGFAEDSAARGEGVSDLHEVVSLKERMARYQAAVSRGDCRSFSANMMEESEMCAVPGGLAKVKKQFEDEITSSRNTFAQYQYQHQNRSEQEAIHSSQVGTSRSSQEMARNEQEGSKVQKIDVHGTEMVSHLEKHTEEVNQASQFHQYVQETVIDTPEDEEIPKVSTKLLKEQFEKSAQEKILYSDKEMTTPAKQIKTESEYEETFKPSSVVSTSSTSCVSTSQRKETSTTRYSDHSVTSSTLAQINATSSGMTEEFPPPPPDVLQTSVDVTAFSQSPEL.... Result: 0 (no interaction). The miRNA is hsa-miR-410-3p with sequence AAUAUAACACAGAUGGCCUGU.